This data is from Peptide-MHC class I binding affinity with 185,985 pairs from IEDB/IMGT. The task is: Regression. Given a peptide amino acid sequence and an MHC pseudo amino acid sequence, predict their binding affinity value. This is MHC class I binding data. (1) The binding affinity (normalized) is 0.213. The MHC is HLA-A30:01 with pseudo-sequence HLA-A30:01. The peptide sequence is EGAGIDDPV. (2) The peptide sequence is FQPQGGQFI. The MHC is H-2-Kb with pseudo-sequence H-2-Kb. The binding affinity (normalized) is 0.0352. (3) The peptide sequence is KLVTLGINAV. The MHC is HLA-A02:01 with pseudo-sequence HLA-A02:01. The binding affinity (normalized) is 0.413. (4) The peptide sequence is SELPQWLSANR. The MHC is HLA-A01:01 with pseudo-sequence HLA-A01:01. The binding affinity (normalized) is 0.